Dataset: Full USPTO retrosynthesis dataset with 1.9M reactions from patents (1976-2016). Task: Predict the reactants needed to synthesize the given product. (1) Given the product [F:48][CH:49]([F:59])[C:50]1[CH:51]=[C:52]([CH:56]=[CH:57][CH:58]=1)[C:53]([NH:30][C:29]1[CH:31]=[CH:32][C:26]([CH3:25])=[C:27]([C:33]2[CH:34]=[C:35]([N:42]3[CH2:47][CH2:46][O:45][CH2:44][CH2:43]3)[C:36]3[N:37]([CH:39]=[CH:40][N:41]=3)[CH:38]=2)[CH:28]=1)=[O:54], predict the reactants needed to synthesize it. The reactants are: CN(C(ON1N=NC2C=CC=NC1=2)=[N+](C)C)C.F[P-](F)(F)(F)(F)F.[CH3:25][C:26]1[CH:32]=[CH:31][C:29]([NH2:30])=[CH:28][C:27]=1[C:33]1[CH:34]=[C:35]([N:42]2[CH2:47][CH2:46][O:45][CH2:44][CH2:43]2)[C:36]2[N:37]([CH:39]=[CH:40][N:41]=2)[CH:38]=1.[F:48][CH:49]([F:59])[C:50]1[CH:51]=[C:52]([CH:56]=[CH:57][CH:58]=1)[C:53](O)=[O:54].CCN(C(C)C)C(C)C. (2) Given the product [CH3:6][C:2]([NH:7][C:8](=[O:18])[C:9]1[C:10]([N+:15]([O-:17])=[O:16])=[CH:11][CH:12]=[CH:13][C:14]=1[I:19])([CH3:1])[CH2:3][S:4][CH3:5], predict the reactants needed to synthesize it. The reactants are: [CH3:1][C:2]([NH:7][C:8](=[O:18])[C:9]1[CH:14]=[CH:13][CH:12]=[CH:11][C:10]=1[N+:15]([O-:17])=[O:16])([CH3:6])[CH2:3][S:4][CH3:5].[I:19]N1C(=O)CCC1=O. (3) Given the product [CH3:17][O:16][C:12](=[O:15])[CH2:13][CH2:14][C:3]([C:4]([O:6][CH2:7][CH3:8])=[O:5])([C:2](=[O:1])[CH2:9][CH2:10][CH3:11])[CH2:2][CH2:3][C:4]([O:6][CH3:7])=[O:5], predict the reactants needed to synthesize it. The reactants are: [O:1]=[C:2]([CH2:9][CH2:10][CH3:11])[CH2:3][C:4]([O:6][CH2:7][CH3:8])=[O:5].[C:12]([O:16][CH3:17])(=[O:15])[CH:13]=[CH2:14]. (4) Given the product [C:13]([O:16][CH2:17][CH2:18][O:12][C:5]1[CH:6]=[CH:7][CH:8]=[C:9]2[C:4]=1[N:3]=[C:2]([CH3:1])[CH:11]=[CH:10]2)(=[O:15])[CH3:14], predict the reactants needed to synthesize it. The reactants are: [CH3:1][C:2]1[CH:11]=[CH:10][C:9]2[C:4](=[C:5]([OH:12])[CH:6]=[CH:7][CH:8]=2)[N:3]=1.[C:13]([O:16][CH2:17][CH2:18]Br)(=[O:15])[CH3:14].C(=O)([O-])[O-].[K+].[K+].CC(C)=O. (5) Given the product [N:21]1[N:22]([C:26]2[CH:27]=[C:28]([CH:31]=[CH:32][CH:33]=2)[CH2:29][N:1]2[CH:2]([C:11]3[C:16]([O:17][CH3:18])=[CH:15][CH:14]=[CH:13][C:12]=3[O:19][CH3:20])[CH2:3][CH2:4][CH2:5][CH2:6][C:7]2=[O:9])[N:23]=[CH:24][CH:25]=1, predict the reactants needed to synthesize it. The reactants are: [NH2:1][CH:2]([C:11]1[C:16]([O:17][CH3:18])=[CH:15][CH:14]=[CH:13][C:12]=1[O:19][CH3:20])[CH2:3][CH2:4][CH2:5][CH2:6][C:7]([O:9]C)=O.[N:21]1[N:22]([C:26]2[CH:27]=[C:28]([CH:31]=[CH:32][CH:33]=2)[CH:29]=O)[N:23]=[CH:24][CH:25]=1. (6) Given the product [O:25]=[S:2]1(=[O:1])[CH2:3][CH2:4][N:5]([CH2:8][C:9]2[CH:14]=[CH:13][C:12]([C:15]3[N:20]4[N:21]=[C:22]([NH:24][C:27]5[CH:32]=[CH:31][C:30]([O:33][CH3:34])=[CH:29][CH:28]=5)[N:23]=[C:19]4[CH:18]=[CH:17][CH:16]=3)=[CH:11][CH:10]=2)[CH2:6][CH2:7]1, predict the reactants needed to synthesize it. The reactants are: [O:1]=[S:2]1(=[O:25])[CH2:7][CH2:6][N:5]([CH2:8][C:9]2[CH:14]=[CH:13][C:12]([C:15]3[N:20]4[N:21]=[C:22]([NH2:24])[N:23]=[C:19]4[CH:18]=[CH:17][CH:16]=3)=[CH:11][CH:10]=2)[CH2:4][CH2:3]1.Br[C:27]1[CH:32]=[CH:31][C:30]([O:33][CH3:34])=[CH:29][CH:28]=1. (7) Given the product [NH2:21][CH2:20][C@@H:19]([OH:31])[CH2:18][CH2:17][NH:16][C:14](=[O:15])[C@H:9]([CH2:10][CH:11]([CH3:12])[CH3:13])[NH:5][C:6]([O:7][C:11]([CH3:13])([CH3:12])[CH3:10])=[O:8], predict the reactants needed to synthesize it. The reactants are: CC([N:5]([C@H:9]([C:14]([NH:16][CH2:17][CH2:18][C@H:19]([OH:31])[CH2:20][N:21]1CC2C(=CC=CC=2)C1=O)=[O:15])[CH2:10][CH:11]([CH3:13])[CH3:12])[C:6](=[O:8])[O-:7])(C)C.NN. (8) Given the product [CH3:3][O:4][C:5]1[C:10]([CH2:11][OH:12])=[C:9]([C:13]([F:15])([F:14])[F:16])[N:8]=[CH:7][N:6]=1, predict the reactants needed to synthesize it. The reactants are: [BH4-].[Na+].[CH3:3][O:4][C:5]1[C:10]([CH:11]=[O:12])=[C:9]([C:13]([F:16])([F:15])[F:14])[N:8]=[CH:7][N:6]=1.O.